Dataset: Reaction yield outcomes from USPTO patents with 853,638 reactions. Task: Predict the reaction yield, written as a fraction of the theoretical maximum amount of product (1.0 means a 100% yield; for example, 0.34 means a 34% yield). (1) The reactants are C([O:4][CH:5]1[CH:8]([C:9]2[CH:14]=[CH:13][CH:12]=[CH:11][C:10]=2[Cl:15])[N:7]([C:16]2[CH:21]=[CH:20][C:19]([O:22][CH3:23])=[CH:18][CH:17]=2)[C:6]1=[O:24])(=O)C.[OH-].[K+].O. The catalyst is CC(C)=O.CO. The product is [OH:4][CH:5]1[CH:8]([C:9]2[CH:14]=[CH:13][CH:12]=[CH:11][C:10]=2[Cl:15])[N:7]([C:16]2[CH:21]=[CH:20][C:19]([O:22][CH3:23])=[CH:18][CH:17]=2)[C:6]1=[O:24]. The yield is 0.960. (2) The reactants are [F:1][C:2]1([CH2:8][OH:9])[CH2:7][CH2:6][CH2:5][CH2:4][CH2:3]1.C(N(CC)CC)C.[F:17][C:18]([F:31])([F:30])[S:19](O[S:19]([C:18]([F:31])([F:30])[F:17])(=[O:21])=[O:20])(=[O:21])=[O:20].O. The catalyst is C(Cl)Cl. The product is [F:17][C:18]([F:31])([F:30])[S:19]([O:9][CH2:8][C:2]1([F:1])[CH2:7][CH2:6][CH2:5][CH2:4][CH2:3]1)(=[O:21])=[O:20]. The yield is 0.971.